Dataset: Forward reaction prediction with 1.9M reactions from USPTO patents (1976-2016). Task: Predict the product of the given reaction. (1) Given the reactants [O:1]1[CH2:5][CH2:4][CH:3](O)[CH2:2]1.[Cl:7][C:8]1[CH:16]=[CH:15][CH:14]=[C:13]2[C:9]=1[C:10]([C:17]([NH:19][CH2:20][CH:21]1[CH2:26][CH2:25][C:24]([F:28])([F:27])[CH2:23][CH2:22]1)=[O:18])=[CH:11][NH:12]2.C(C=P(CCCC)(CCCC)CCCC)#N, predict the reaction product. The product is: [Cl:7][C:8]1[CH:16]=[CH:15][CH:14]=[C:13]2[C:9]=1[C:10]([C:17]([NH:19][CH2:20][CH:21]1[CH2:26][CH2:25][C:24]([F:27])([F:28])[CH2:23][CH2:22]1)=[O:18])=[CH:11][N:12]2[CH:3]1[CH2:4][CH2:5][O:1][CH2:2]1. (2) Given the reactants BrC1C=CC(OC2CCN(C3COC3)CC2)=CC=1.[Br:19][C:20]1[CH:25]=[CH:24][C:23](F)=[C:22]([S:27]([CH3:30])(=[O:29])=[O:28])[CH:21]=1.[OH:31][CH:32]1[CH2:37][CH2:36][N:35]([C:38]([O:40][C:41]([CH3:44])([CH3:43])[CH3:42])=[O:39])[CH2:34][CH2:33]1.[H-].[Na+], predict the reaction product. The product is: [Br:19][C:20]1[CH:25]=[CH:24][C:23]([O:31][CH:32]2[CH2:33][CH2:34][N:35]([C:38]([O:40][C:41]([CH3:44])([CH3:43])[CH3:42])=[O:39])[CH2:36][CH2:37]2)=[C:22]([S:27]([CH3:30])(=[O:29])=[O:28])[CH:21]=1. (3) Given the reactants [NH2:1][C:2]1[S:3][CH:4]=[C:5]([C:7]([CH3:10])([CH3:9])[CH3:8])[N:6]=1.[Br:11]N1C(=O)CCC1=O.CCCCCC, predict the reaction product. The product is: [NH2:1][CH:2]1[N:6]([Br:11])[C:5]([C:7]([CH3:10])([CH3:9])[CH3:8])=[CH:4][S:3]1. (4) The product is: [N:1]1[C:10]2[C:5](=[N:6][CH:7]=[CH:8][CH:9]=2)[CH:4]=[CH:3][C:2]=1[CH:11]=[N:28][NH:27][C:25](=[O:26])[CH2:24][CH2:23][N:16]1[C:17]2[C:22](=[CH:21][CH:20]=[CH:19][CH:18]=2)[C:14]([CH3:13])=[CH:15]1. Given the reactants [N:1]1[C:10]2[C:5](=[N:6][CH:7]=[CH:8][CH:9]=2)[CH:4]=[CH:3][C:2]=1[CH:11]=O.[CH3:13][C:14]1[C:22]2[C:17](=[CH:18][CH:19]=[CH:20][CH:21]=2)[N:16]([CH2:23][CH2:24][C:25]([NH:27][NH2:28])=[O:26])[CH:15]=1, predict the reaction product. (5) Given the reactants [C:1](=[O:4])([OH:3])[O-:2].[Na+:5], predict the reaction product. The product is: [C:1](=[O:2])([OH:4])[O-:3].[Na+:5].[C:1](=[O:2])([OH:4])[OH:3].[Na+:5].[C:1](=[O:2])([O-:4])[O-:3].[C:1](=[O:2])([OH:4])[OH:3].[Na+:5].[OH2:2].[C:1](=[O:2])([O-:4])[O-:3].[Na+:5].[Na+:5].[C:1](=[O:2])([O-:4])[O-:3].[Na+:5].[Na+:5].